Dataset: Forward reaction prediction with 1.9M reactions from USPTO patents (1976-2016). Task: Predict the product of the given reaction. (1) Given the reactants [C:1]([O:5][C:6]([N:8]([CH2:12][C:13]([OH:15])=O)[CH2:9][CH2:10][CH3:11])=[O:7])([CH3:4])(C)C.[C:16]12([NH2:26])[CH2:25][CH:20]3[CH2:21][CH:22]([CH2:24][CH:18]([CH2:19]3)[CH2:17]1)[CH2:23]2.[CH:27](N(CC)C(C)C)(C)[CH3:28], predict the reaction product. The product is: [C:16]12([NH:26][C:13](=[O:15])[CH2:12][N:8]([C:6]([O:5][CH2:1][CH2:4][CH2:27][CH3:28])=[O:7])[CH2:9][CH2:10][CH3:11])[CH2:23][CH:22]3[CH2:21][CH:20]([CH2:19][CH:18]([CH2:24]3)[CH2:17]1)[CH2:25]2. (2) Given the reactants CC([O-])(C)C.[Na+].CC1C=CC2C=CC3C=CC(C)=NC=3C=2N=1.[F:23][C:24]1[CH:25]=[C:26]([SH:30])[CH:27]=[CH:28][CH:29]=1.[Cl:31][C:32]1[C:33](I)=[C:34]([O:38][CH3:39])[CH:35]=[CH:36][CH:37]=1, predict the reaction product. The product is: [Cl:31][C:32]1[CH:37]=[CH:36][CH:35]=[C:34]([O:38][CH3:39])[C:33]=1[S:30][C:26]1[CH:27]=[CH:28][CH:29]=[C:24]([F:23])[CH:25]=1. (3) Given the reactants [NH2:1][C:2]1[S:3][CH:4]=[C:5]([C:14]2[CH:15]=[N:16][C:17]([O:20][CH3:21])=[CH:18][CH:19]=2)[C:6]=1[C:7]([O:9][C:10]([CH3:13])([CH3:12])[CH3:11])=[O:8].CCN(C(C)C)C(C)C.[F:31][C:32]1[CH:33]=[C:34]([CH:38]=[CH:39][CH:40]=1)[C:35](Cl)=[O:36], predict the reaction product. The product is: [F:31][C:32]1[CH:33]=[C:34]([CH:38]=[CH:39][CH:40]=1)[C:35]([NH:1][C:2]1[S:3][CH:4]=[C:5]([C:14]2[CH:15]=[N:16][C:17]([O:20][CH3:21])=[CH:18][CH:19]=2)[C:6]=1[C:7]([O:9][C:10]([CH3:11])([CH3:12])[CH3:13])=[O:8])=[O:36]. (4) Given the reactants C([O:3][C:4]([C:6]1([S:20]([C:23]2[CH:28]=[CH:27][C:26]([O:29][CH2:30][C:31]#[C:32][CH3:33])=[CH:25][CH:24]=2)(=[O:22])=[O:21])[CH2:11][CH2:10][N:9]([CH2:12][C:13]2[CH:18]=[CH:17][C:16]([F:19])=[CH:15][CH:14]=2)[CH2:8][CH2:7]1)=[O:5])C, predict the reaction product. The product is: [CH2:30]([O:29][C:26]1[CH:27]=[CH:28][C:23]([S:20]([C:6]2([C:4]([OH:5])=[O:3])[CH2:7][CH2:8][N:9]([CH2:12][C:13]3[CH:14]=[CH:15][C:16]([F:19])=[CH:17][CH:18]=3)[CH2:10][CH2:11]2)(=[O:21])=[O:22])=[CH:24][CH:25]=1)[C:31]#[C:32][CH3:33]. (5) Given the reactants C1(C)C=CC(S([O-])(=O)=O)=CC=1.[NH+]1C=CC=CC=1.[O:18]1[CH:23]=[CH:22][CH2:21][CH2:20][CH2:19]1.[OH:24][C:25]1[CH:30]=[CH:29][C:28]([OH:31])=[CH:27][C:26]=1[C:32](=[O:41])[CH2:33][C:34]1[CH:39]=[CH:38][C:37]([F:40])=[CH:36][CH:35]=1, predict the reaction product. The product is: [F:40][C:37]1[CH:38]=[CH:39][C:34]([CH2:33][C:32]([C:26]2[CH:27]=[C:28]([O:31][CH:23]3[CH2:22][CH2:21][CH2:20][CH2:19][O:18]3)[CH:29]=[CH:30][C:25]=2[OH:24])=[O:41])=[CH:35][CH:36]=1. (6) Given the reactants [NH2:1][CH2:2][CH2:3][CH2:4][OH:5].Cl[C:7]([O:9][CH2:10][C:11]1[CH:16]=[CH:15][CH:14]=[CH:13][CH:12]=1)=[O:8], predict the reaction product. The product is: [CH2:10]([O:9][C:7]([NH:1][CH2:2][CH2:3][CH2:4][OH:5])=[O:8])[C:11]1[CH:16]=[CH:15][CH:14]=[CH:13][CH:12]=1. (7) Given the reactants [Cl:1][C:2]1[CH:3]=[C:4]([NH:9][CH2:10][CH2:11][C:12]2[CH:17]=[CH:16][C:15]([C:18]([F:21])([F:20])[F:19])=[CH:14][CH:13]=2)[CH:5]=[CH:6][C:7]=1[CH3:8].C(OC([NH:29][CH:30]([C:34]1[CH:39]=[CH:38][CH:37]=[CH:36][CH:35]=1)[C:31](O)=[O:32])=O)(C)(C)C, predict the reaction product. The product is: [NH2:29][CH:30]([C:34]1[CH:39]=[CH:38][CH:37]=[CH:36][CH:35]=1)[C:31]([N:9]([C:4]1[CH:5]=[CH:6][C:7]([CH3:8])=[C:2]([Cl:1])[CH:3]=1)[CH2:10][CH2:11][C:12]1[CH:17]=[CH:16][C:15]([C:18]([F:19])([F:20])[F:21])=[CH:14][CH:13]=1)=[O:32]. (8) Given the reactants Br[C:2]1[CH:8]=[C:7]([Cl:9])[C:5]([NH2:6])=[C:4]([F:10])[C:3]=1[F:11].[Li]CCCC, predict the reaction product. The product is: [Cl:9][C:7]1[C:5]([NH2:6])=[C:4]([F:10])[C:3]([F:11])=[CH:2][CH:8]=1. (9) Given the reactants [N:1]1([CH2:10][CH2:11][CH2:12][N:13]2[CH2:43][CH2:42][C:16]3([N:20]([C:21]4[CH:26]=[CH:25][CH:24]=[CH:23][CH:22]=4)[CH2:19][N:18]([CH2:27][C:28]4[CH:29]=[C:30]([CH:38]=[CH:39][CH:40]=4)[C:31]([O:33]C(C)(C)C)=[O:32])[C:17]3=[O:41])[CH2:15][CH2:14]2)[C:9]2[C:4](=[CH:5][CH:6]=[CH:7][CH:8]=2)[CH:3]=[N:2]1.Cl, predict the reaction product. The product is: [N:1]1([CH2:10][CH2:11][CH2:12][N:13]2[CH2:43][CH2:42][C:16]3([N:20]([C:21]4[CH:26]=[CH:25][CH:24]=[CH:23][CH:22]=4)[CH2:19][N:18]([CH2:27][C:28]4[CH:29]=[C:30]([CH:38]=[CH:39][CH:40]=4)[C:31]([OH:33])=[O:32])[C:17]3=[O:41])[CH2:15][CH2:14]2)[C:9]2[C:4](=[CH:5][CH:6]=[CH:7][CH:8]=2)[CH:3]=[N:2]1.